This data is from Peptide-MHC class I binding affinity with 185,985 pairs from IEDB/IMGT. The task is: Regression. Given a peptide amino acid sequence and an MHC pseudo amino acid sequence, predict their binding affinity value. This is MHC class I binding data. (1) The MHC is HLA-A02:06 with pseudo-sequence HLA-A02:06. The peptide sequence is SSDDIPPRW. The binding affinity (normalized) is 0.0847. (2) The binding affinity (normalized) is 0.393. The MHC is HLA-B18:01 with pseudo-sequence HLA-B18:01. The peptide sequence is YERMCNILKG. (3) The peptide sequence is LLSAINFKI. The binding affinity (normalized) is 1.00. The MHC is HLA-A02:01 with pseudo-sequence HLA-A02:01. (4) The peptide sequence is SLYGRYNCK. The MHC is HLA-A03:01 with pseudo-sequence HLA-A03:01. The binding affinity (normalized) is 0.585. (5) The peptide sequence is KLFGFGAQF. The MHC is HLA-B07:02 with pseudo-sequence HLA-B07:02. The binding affinity (normalized) is 0.411. (6) The peptide sequence is RTLGVFRYK. The MHC is HLA-A31:01 with pseudo-sequence HLA-A31:01. The binding affinity (normalized) is 0.820. (7) The peptide sequence is NVTYNIKPVI. The MHC is HLA-A68:02 with pseudo-sequence HLA-A68:02. The binding affinity (normalized) is 0.0930.